Dataset: Full USPTO retrosynthesis dataset with 1.9M reactions from patents (1976-2016). Task: Predict the reactants needed to synthesize the given product. (1) The reactants are: [S:1]=[C:2]1[C:11]2[C:6](=[CH:7][CH:8]=[CH:9][CH:10]=2)[CH2:5][C:4](=[O:12])[NH:3]1.C([O-])([O-])=O.[K+].[K+].Br[CH2:20][C:21]1[CH:26]=[CH:25][CH:24]=[CH:23][C:22]=1[Cl:27].C(O)(=O)CC(CC(O)=O)(C(O)=O)O. Given the product [Cl:27][C:22]1[CH:23]=[CH:24][CH:25]=[CH:26][C:21]=1[CH2:20][S:1][C:2]1[C:11]2[C:6](=[CH:7][CH:8]=[CH:9][CH:10]=2)[CH:5]=[C:4]([OH:12])[N:3]=1, predict the reactants needed to synthesize it. (2) Given the product [C:12]([O:16][C:17]([NH:19][C@H:20]([C:39]([O:41][C:1]([CH3:2])([CH3:3])[CH3:4])=[O:40])[CH2:21][CH2:22][S:23][S:24][CH2:25][CH2:26][C@H:27]([NH:31][C:32]([O:34][C:35]([CH3:38])([CH3:37])[CH3:36])=[O:33])[C:28]([O:30][C:1]([CH3:4])([CH3:3])[CH3:2])=[O:29])=[O:18])([CH3:15])([CH3:13])[CH3:14], predict the reactants needed to synthesize it. The reactants are: [C:1](OC(=N)C(Cl)(Cl)Cl)([CH3:4])([CH3:3])[CH3:2].[C:12]([O:16][C:17]([NH:19][C@H:20]([C:39]([OH:41])=[O:40])[CH2:21][CH2:22][S:23][S:24][CH2:25][CH2:26][C@H:27]([NH:31][C:32]([O:34][C:35]([CH3:38])([CH3:37])[CH3:36])=[O:33])[C:28]([OH:30])=[O:29])=[O:18])([CH3:15])([CH3:14])[CH3:13]. (3) Given the product [F:19][C:2]1([F:1])[CH2:18][C@H:5]2[C@:6]([CH2:16][F:17])([C:9]3[CH:14]=[CH:13][CH:12]=[CH:11][C:10]=3[F:15])[NH:7][O:8][C@H:4]2[CH2:3]1, predict the reactants needed to synthesize it. The reactants are: [F:1][C:2]1([F:19])[CH2:18][C@@H:5]2[C@@:6]([CH2:16][F:17])([C:9]3[CH:14]=[CH:13][CH:12]=[CH:11][C:10]=3[F:15])[NH:7][O:8][C@@H:4]2[CH2:3]1.